From a dataset of Forward reaction prediction with 1.9M reactions from USPTO patents (1976-2016). Predict the product of the given reaction. (1) Given the reactants [Al+3].[Cl-].[Cl-].[Cl-].[N+](C)([O-])=O.[CH3:9][N:10]1[C:15]2[CH:16]=[CH:17][CH:18]=[CH:19][C:14]=2[O:13][CH2:12][C:11]1=[O:20].ClC[CH:23]([O:26]C(CCl)CCl)CCl, predict the reaction product. The product is: [CH3:9][N:10]1[C:15]2[CH:16]=[C:17]([CH:23]=[O:26])[CH:18]=[CH:19][C:14]=2[O:13][CH2:12][C:11]1=[O:20]. (2) The product is: [N:1]1([C:6]2[CH:7]=[C:8]3[C:9](=[CH:10][CH:11]=2)[CH2:12][C:13](=[O:15])[CH2:17][CH2:16]3)[CH:5]=[N:4][N:3]=[N:2]1. Given the reactants [N:1]1([C:6]2[CH:11]=[CH:10][C:9]([CH2:12][C:13]([OH:15])=O)=[CH:8][CH:7]=2)[CH:5]=[N:4][N:3]=[N:2]1.[C:16](Cl)(=O)[C:17](Cl)=O.CN(C=O)C.[Cl-].[Al+3].[Cl-].[Cl-], predict the reaction product. (3) Given the reactants [CH3:1][O:2][C:3]1[CH:4]=[C:5]([C:10]([C@@H:12]2[C@:21]3([CH3:22])[C@H:16]([C:17]([CH3:24])([CH3:23])[CH2:18][CH2:19][CH2:20]3)[CH2:15][C:14](=O)[C@@H:13]2[CH3:26])=[O:11])[CH:6]=[C:7]([CH3:9])[CH:8]=1.[NH2:27][CH2:28][CH2:29][CH2:30][NH:31][C:32](=[O:38])[O:33][C:34]([CH3:37])([CH3:36])[CH3:35].CC(O)=O.[BH-](OC(C)=O)(OC(C)=O)OC(C)=O.[Na+], predict the reaction product. The product is: [CH3:1][O:2][C:3]1[CH:4]=[C:5]([C:10]([C@@H:12]2[C@:21]3([CH3:22])[C@H:16]([C:17]([CH3:24])([CH3:23])[CH2:18][CH2:19][CH2:20]3)[CH2:15][CH:14]([NH:27][CH2:28][CH2:29][CH2:30][NH:31][C:32](=[O:38])[O:33][C:34]([CH3:35])([CH3:37])[CH3:36])[C@H:13]2[CH3:26])=[O:11])[CH:6]=[C:7]([CH3:9])[CH:8]=1. (4) Given the reactants [F:1][C:2]1[CH:7]=[CH:6][C:5]([C@H:8]([NH:10][C@H:11]2[CH2:15][CH2:14][C@@H:13]([C:16]3[CH:21]=[CH:20][C:19]([CH2:22][C:23](O)=[O:24])=[CH:18][CH:17]=3)[CH2:12]2)[CH3:9])=[CH:4][C:3]=1[O:26][CH3:27].C(OC([N:35]1[CH2:40][CH2:39][NH:38][CH2:37][CH2:36]1)=O)(C)(C)C, predict the reaction product. The product is: [F:1][C:2]1[CH:7]=[CH:6][C:5]([C@H:8]([NH:10][C@H:11]2[CH2:15][CH2:14][C@@H:13]([C:16]3[CH:17]=[CH:18][C:19]([CH2:22][C:23]([N:35]4[CH2:40][CH2:39][NH:38][CH2:37][CH2:36]4)=[O:24])=[CH:20][CH:21]=3)[CH2:12]2)[CH3:9])=[CH:4][C:3]=1[O:26][CH3:27]. (5) The product is: [CH3:1][S:2]([O:19][CH:17]1[CH2:16][CH2:15][O:14][CH:13]([C:10]2[C:9]([F:20])=[CH:8][C:7]([Br:6])=[CH:12][N:11]=2)[CH2:18]1)(=[O:4])=[O:3]. Given the reactants [CH3:1][S:2](Cl)(=[O:4])=[O:3].[Br:6][C:7]1[CH:8]=[C:9]([F:20])[C:10]([CH:13]2[CH2:18][CH:17]([OH:19])[CH2:16][CH2:15][O:14]2)=[N:11][CH:12]=1, predict the reaction product. (6) Given the reactants Br[C:2]1[CH:10]=[C:9]2[C:5]([CH:6]=[N:7][NH:8]2)=[CH:4][CH:3]=1.[CH3:11][C:12]1([CH3:28])[C:16]([CH3:18])([CH3:17])[O:15][B:14]([B:14]2[O:15][C:16]([CH3:18])([CH3:17])[C:12]([CH3:28])([CH3:11])[O:13]2)[O:13]1.C(Cl)Cl.CC([O-])=O.[K+], predict the reaction product. The product is: [CH3:11][C:12]1([CH3:28])[C:16]([CH3:18])([CH3:17])[O:15][B:14]([C:2]2[CH:10]=[C:9]3[C:5]([CH:6]=[N:7][NH:8]3)=[CH:4][CH:3]=2)[O:13]1. (7) Given the reactants B.CSC.[CH3:5][CH:6]([NH:13][C:14](=O)[CH3:15])[CH2:7][CH2:8][CH2:9][CH2:10][CH2:11][CH3:12], predict the reaction product. The product is: [CH2:14]([NH:13][CH:6]([CH3:5])[CH2:7][CH2:8][CH2:9][CH2:10][CH2:11][CH3:12])[CH3:15].